From a dataset of Experimentally validated miRNA-target interactions with 360,000+ pairs, plus equal number of negative samples. Binary Classification. Given a miRNA mature sequence and a target amino acid sequence, predict their likelihood of interaction. The miRNA is hsa-miR-1270 with sequence CUGGAGAUAUGGAAGAGCUGUGU. The protein sequence of the target gene is MSVPVAPKKSCYTQLRDNRNAARNNNESILSLGDTNANQIMLEVSSSHDESKTCDLGDEIGNTNSSEPENRTHFHKEFHQLQGFGKGSQAGSASLKDFRLSSTIQRELNEEHTVERGTDSLQTTRSIQGPSLSSWRNVMSEASLDVLAKRDAEIPRHVPKDKLAKTLDNEELRRHSLERASSSVAAVGSLTPQHPQPLSLDSREARGQIPGGGEGPQKTLPDHAVPAAFPATDSTSEGKSVRHPKPSTSESKQSTPSETQTVGAHVLQVCSEHTSHSAHPEPALNLTLASKEIPSKLEAQ.... Result: 0 (no interaction).